This data is from Hepatocyte clearance measurements from AstraZeneca. The task is: Regression/Classification. Given a drug SMILES string, predict its absorption, distribution, metabolism, or excretion properties. Task type varies by dataset: regression for continuous measurements (e.g., permeability, clearance, half-life) or binary classification for categorical outcomes (e.g., BBB penetration, CYP inhibition). For this dataset (clearance_hepatocyte_az), we predict log10(clearance) (log10 of the in vitro intrinsic clearance, CLint, in uL/min per 10^6 hepatocytes; values are censored to the assay range of 3 to 150, which is 0.477 to 2.18 on this log10 scale). (1) The compound is N#Cc1ccc2c(c1)N(CCN1CCC(NCc3ccc4c(n3)NC(=O)CO4)CC1)C(=O)CO2. The log10(clearance) is 0.930. (2) The compound is CCn1cc(C(=O)O)c(=O)c2ccc(C)nc21. The log10(clearance) is 0.540. (3) The molecule is CC(C(=O)O)c1cccc(C(=O)c2ccccc2)c1. The log10(clearance) is 0.480. (4) The compound is CN1CCN(CCOc2n[nH]c3ncnc(Nc4ccc(OCc5ccccn5)c(Cl)c4)c23)CC1. The log10(clearance) is 1.13. (5) The compound is CC(C)(C)NCC(O)c1ccc(O)c(CO)c1. The log10(clearance) is 1.08. (6) The molecule is NC1(c2ccc(-c3nc4ccccn4c3-c3ccccc3)cc2)CCC1. The log10(clearance) is 2.18.